This data is from Catalyst prediction with 721,799 reactions and 888 catalyst types from USPTO. The task is: Predict which catalyst facilitates the given reaction. (1) Product: [CH:6]1([CH2:12][CH2:13][CH2:14][CH2:15][CH2:16][CH2:17][CH2:18][CH2:19][CH2:20][CH2:21][CH2:22][CH2:23][P:24](=[O:25])([OH:31])[OH:28])[CH2:7][CH2:8][CH2:9][CH2:10][CH2:11]1. The catalyst class is: 2. Reactant: C[Si](Br)(C)C.[CH:6]1([CH2:12][CH2:13][CH2:14][CH2:15][CH2:16][CH2:17][CH2:18][CH2:19][CH2:20][CH2:21][CH2:22][CH2:23][P:24](=[O:31])([O:28]CC)[O:25]CC)[CH2:11][CH2:10][CH2:9][CH2:8][CH2:7]1.O. (2) Reactant: [C:1]([O:5][C:6]([N:8]1[CH2:13][CH2:12][N:11]([C:14]2[O:15][C:16]3[C:22]([C:23]([O:25]CC)=[O:24])=[CH:21][C:20]([Cl:28])=[CH:19][C:17]=3[N:18]=2)[C@@H:10]([CH3:29])[CH2:9]1)=[O:7])([CH3:4])([CH3:3])[CH3:2].[OH-].[Na+].O. Product: [C:1]([O:5][C:6]([N:8]1[CH2:13][CH2:12][N:11]([C:14]2[O:15][C:16]3[C:22]([C:23]([OH:25])=[O:24])=[CH:21][C:20]([Cl:28])=[CH:19][C:17]=3[N:18]=2)[C@@H:10]([CH3:29])[CH2:9]1)=[O:7])([CH3:4])([CH3:2])[CH3:3]. The catalyst class is: 12. (3) Reactant: O1CCCC1.Cl.[C:7]12([C:17]3[CH:23]=[CH:22][C:20]([NH2:21])=[C:19]([CH3:24])[CH:18]=3)[CH2:16][CH:11]3[CH2:12][CH:13]([CH2:15][CH:9]([CH2:10]3)[CH2:8]1)[CH2:14]2.C(N(CC)CC)C.[Br:32][C:33]1[CH:41]=[CH:40][C:39]([N+:42]([O-:44])=[O:43])=[CH:38][C:34]=1[C:35](Cl)=[O:36]. Product: [C:7]12([C:17]3[CH:23]=[CH:22][C:20]([NH:21][C:35](=[O:36])[C:34]4[CH:38]=[C:39]([N+:42]([O-:44])=[O:43])[CH:40]=[CH:41][C:33]=4[Br:32])=[C:19]([CH3:24])[CH:18]=3)[CH2:14][CH:13]3[CH2:15][CH:9]([CH2:10][CH:11]([CH2:12]3)[CH2:16]1)[CH2:8]2. The catalyst class is: 6. (4) Reactant: [CH2:1]([N:8]1[C:13](=[O:14])[CH:12]=[C:11]2[S:15][CH:16]=[CH:17][N:10]2[C:9]1=[O:18])[C:2]1[CH:7]=[CH:6][CH:5]=[CH:4][CH:3]=1.C[Si](C)(C)N[Si](C)(C)C.[Li].[CH:29](=[O:38])[CH2:30][CH2:31][C:32]1[CH:37]=[CH:36][CH:35]=[CH:34][CH:33]=1. Product: [CH2:1]([N:8]1[C:13](=[O:14])[CH:12]=[C:11]2[S:15][C:16]([CH:29]([OH:38])[CH2:30][CH2:31][C:32]3[CH:37]=[CH:36][CH:35]=[CH:34][CH:33]=3)=[CH:17][N:10]2[C:9]1=[O:18])[C:2]1[CH:3]=[CH:4][CH:5]=[CH:6][CH:7]=1. The catalyst class is: 1. (5) Product: [C:29]([O:28][C:27](=[O:33])[NH:26][CH2:25][CH2:24][N:18]1[CH2:19][CH:20]2[O:22][CH:16]([CH2:15][N:14]([CH2:13][CH2:12][O:11][C:10]3[CH:9]=[CH:8][C:5]([C:6]#[N:7])=[CH:4][C:3]=3[F:2])[CH2:21]2)[CH2:17]1)([CH3:32])([CH3:31])[CH3:30]. Reactant: Cl.[F:2][C:3]1[CH:4]=[C:5]([CH:8]=[CH:9][C:10]=1[O:11][CH2:12][CH2:13][N:14]1[CH2:21][CH:20]2[O:22][CH:16]([CH2:17][NH:18][CH2:19]2)[CH2:15]1)[C:6]#[N:7].Br[CH2:24][CH2:25][NH:26][C:27](=[O:33])[O:28][C:29]([CH3:32])([CH3:31])[CH3:30].C(=O)([O-])[O-].[K+].[K+]. The catalyst class is: 10. (6) Reactant: [CH3:1][Mg]Br.[F:4][C:5]([F:17])([F:16])[C:6]1[CH:7]=[C:8]([CH2:12][C:13](=[O:15])[CH3:14])[CH:9]=[CH:10][CH:11]=1.[Cl-].[NH4+]. Product: [CH3:14][C:13]([OH:15])([CH3:1])[CH2:12][C:8]1[CH:9]=[CH:10][CH:11]=[C:6]([C:5]([F:16])([F:17])[F:4])[CH:7]=1. The catalyst class is: 385. (7) Reactant: [CH3:1][O:2][C:3](=[O:23])[CH2:4][CH2:5][NH:6][C:7](=[O:22])[C:8]1[CH:13]=[CH:12][C:11]([O:14]CC2C=CC=CC=2)=[CH:10][CH:9]=1. Product: [CH3:1][O:2][C:3](=[O:23])[CH2:4][CH2:5][NH:6][C:7](=[O:22])[C:8]1[CH:9]=[CH:10][C:11]([OH:14])=[CH:12][CH:13]=1. The catalyst class is: 105.